This data is from Catalyst prediction with 721,799 reactions and 888 catalyst types from USPTO. The task is: Predict which catalyst facilitates the given reaction. (1) Reactant: [Cl:1][C:2]1[CH:7]=[CH:6][CH:5]=[C:4]([I:8])[C:3]=1[CH3:9].[Br:10]N1C(=O)CCC1=O.C(OOC(=O)C1C=CC=CC=1)(=O)C1C=CC=CC=1. Product: [Br:10][CH2:9][C:3]1[C:4]([I:8])=[CH:5][CH:6]=[CH:7][C:2]=1[Cl:1]. The catalyst class is: 53. (2) Reactant: F[C:2]1[CH:7]=[CH:6][CH:5]=[CH:4][C:3]=1[S:8]([NH:11][C:12]1[CH:21]=[CH:20][C:19]2[C:14](=[CH:15][CH:16]=[CH:17][CH:18]=2)[C:13]=1[C:22]([O:24]C)=[O:23])(=[O:10])=[O:9].C(N(CC)CC)C.[CH2:33]([NH2:37])[CH2:34][CH2:35][CH3:36].[Li+].[OH-]. Product: [CH2:33]([NH:37][C:2]1[CH:7]=[CH:6][CH:5]=[CH:4][C:3]=1[S:8]([NH:11][C:12]1[CH:21]=[CH:20][C:19]2[C:14](=[CH:15][CH:16]=[CH:17][CH:18]=2)[C:13]=1[C:22]([OH:24])=[O:23])(=[O:10])=[O:9])[CH2:34][CH2:35][CH3:36]. The catalyst class is: 10. (3) Reactant: [Cl:1][C:2]1[CH:3]=[C:4]([C:8]2[CH:9]=[C:10]([C:23]([O:25][CH3:26])=[O:24])[C:11]3[NH:12][C:13]4[CH:14]=[C:15]([CH:21]=O)[CH:16]=[CH:17][C:18]=4[C:19]=3[N:20]=2)[CH:5]=[CH:6][CH:7]=1.[C:27]([N:31]1[CH2:36][CH2:35][NH:34][CH2:33][CH2:32]1)([CH3:30])([CH3:29])[CH3:28].C(O[BH-](OC(=O)C)OC(=O)C)(=O)C.[Na+].C(O)(=O)C. Product: [C:27]([N:31]1[CH2:36][CH2:35][N:34]([CH2:21][C:15]2[CH:16]=[CH:17][C:18]3[C:19]4[N:20]=[C:8]([C:4]5[CH:5]=[CH:6][CH:7]=[C:2]([Cl:1])[CH:3]=5)[CH:9]=[C:10]([C:23]([O:25][CH3:26])=[O:24])[C:11]=4[NH:12][C:13]=3[CH:14]=2)[CH2:33][CH2:32]1)([CH3:30])([CH3:29])[CH3:28]. The catalyst class is: 85. (4) Reactant: I[C:2]1[CH:3]=[CH:4][C:5]2[N:6]([CH:8]=[C:9]([NH:11][C:12]([CH:14]3[CH2:16][CH2:15]3)=[O:13])[N:10]=2)[N:7]=1.[NH2:17][C:18]1[C:19]([CH3:25])=[C:20]([OH:24])[CH:21]=[CH:22][CH:23]=1.C(=O)([O-])[O-].[K+].[K+]. Product: [NH2:17][C:18]1[C:19]([CH3:25])=[C:20]([CH:21]=[CH:22][CH:23]=1)[O:24][C:2]1[CH:3]=[CH:4][C:5]2[N:6]([CH:8]=[C:9]([NH:11][C:12]([CH:14]3[CH2:16][CH2:15]3)=[O:13])[N:10]=2)[N:7]=1. The catalyst class is: 9. (5) Reactant: [CH2:1]([N:3]1[C:7]([O:8][C:9]2[CH:14]=[CH:13][C:12]([C:15]([F:18])([F:17])[F:16])=[CH:11][CH:10]=2)=[CH:6][C:5]([C:19]2[CH:20]=[C:21]([C:25]([NH:28][S:29]([CH2:32][C:33]([F:36])([F:35])[F:34])(=[O:31])=[O:30])([CH3:27])[CH3:26])[CH:22]=[CH:23][CH:24]=2)=[N:4]1)[CH3:2].C(Cl)Cl.C1C(=O)N([I:47])C(=O)C1. Product: [CH2:1]([N:3]1[C:7]([O:8][C:9]2[CH:14]=[CH:13][C:12]([C:15]([F:18])([F:17])[F:16])=[CH:11][CH:10]=2)=[C:6]([I:47])[C:5]([C:19]2[CH:20]=[C:21]([C:25]([NH:28][S:29]([CH2:32][C:33]([F:36])([F:34])[F:35])(=[O:30])=[O:31])([CH3:27])[CH3:26])[CH:22]=[CH:23][CH:24]=2)=[N:4]1)[CH3:2]. The catalyst class is: 25. (6) Product: [I:1][C:2]1[CH:3]=[CH:4][C:5]([N:8]2[S:12](=[O:14])(=[O:13])[N:11]([CH2:41][C:40]3[CH:43]=[CH:44][C:37]([O:36][CH3:35])=[CH:38][CH:39]=3)[C:10](=[O:15])[CH2:9]2)=[CH:6][CH:7]=1. Reactant: [I:1][C:2]1[CH:7]=[CH:6][C:5]([N:8]2[S:12](=[O:14])(=[O:13])[NH:11][C:10](=[O:15])[CH2:9]2)=[CH:4][CH:3]=1.C1(P(C2C=CC=CC=2)C2C=CC=CC=2)C=CC=CC=1.[CH3:35][O:36][C:37]1[CH:44]=[CH:43][C:40]([CH2:41]O)=[CH:39][CH:38]=1.N(C([O-])=O)=NC([O-])=O. The catalyst class is: 1. (7) The catalyst class is: 3. Product: [CH:67]1([C@H:62]([NH:61][C:18]([C:17]2[CH:16]=[C:15]([C:21]3[CH:22]=[N:23][N:24]([CH3:26])[CH:25]=3)[S:14][C:13]=2[NH:12][C:10]([NH:9][C:3]2[C:2]([Cl:1])=[CH:7][CH:6]=[CH:5][C:4]=2[Cl:8])=[O:11])=[O:19])[C:63]([O:65][CH3:66])=[O:64])[CH2:72][CH2:71][CH2:70][CH2:69][CH2:68]1. Reactant: [Cl:1][C:2]1[CH:7]=[CH:6][CH:5]=[C:4]([Cl:8])[C:3]=1[NH:9][C:10]([NH:12][C:13]1[S:14][C:15]([C:21]2[CH:22]=[N:23][N:24]([CH3:26])[CH:25]=2)=[CH:16][C:17]=1[C:18](O)=[O:19])=[O:11].CN(C(ON1N=NC2C=CC=NC1=2)=[N+](C)C)C.F[P-](F)(F)(F)(F)F.CCN(C(C)C)C(C)C.Cl.[NH2:61][C@@H:62]([CH:67]1[CH2:72][CH2:71][CH2:70][CH2:69][CH2:68]1)[C:63]([O:65][CH3:66])=[O:64]. (8) Reactant: [Br:1][C:2]1[CH:9]=[CH:8][C:5]([CH:6]=[O:7])=[C:4](F)[CH:3]=1.[C:11]1([OH:17])[CH:16]=[CH:15][CH:14]=[CH:13][CH:12]=1.C(=O)([O-])[O-].[K+].[K+].CN(C)C(=O)C. Product: [Br:1][C:2]1[CH:9]=[CH:8][C:5]([CH:6]=[O:7])=[C:4]([O:17][C:11]2[CH:16]=[CH:15][CH:14]=[CH:13][CH:12]=2)[CH:3]=1. The catalyst class is: 6.